This data is from Reaction yield outcomes from USPTO patents with 853,638 reactions. The task is: Predict the reaction yield, written as a fraction of the theoretical maximum amount of product (1.0 means a 100% yield; for example, 0.34 means a 34% yield). (1) The reactants are [CH3:1][O:2][C:3]([C:5]1[CH:10]=[CH:9][C:8](=[O:11])[NH:7][CH:6]=1)=[O:4].[C:12]1(B(O)O)[CH:17]=[CH:16][CH:15]=[CH:14][CH:13]=1.N1C=CC=CC=1. The catalyst is ClCCl.O.C([O-])(=O)C.[Cu+2].C([O-])(=O)C. The product is [CH3:1][O:2][C:3]([C:5]1[CH:10]=[CH:9][C:8](=[O:11])[N:7]([C:12]2[CH:17]=[CH:16][CH:15]=[CH:14][CH:13]=2)[CH:6]=1)=[O:4]. The yield is 0.560. (2) The reactants are [OH:1][CH:2]1[CH2:11][CH2:10][NH:9][C:8]2[N:7]=[CH:6][C:5]([C:12]3[CH:17]=[CH:16][C:15]([C:18]([N:20]4[CH2:25][CH2:24][N:23]([CH3:26])[CH2:22][CH2:21]4)=[O:19])=[CH:14][CH:13]=3)=[CH:4][C:3]1=2.[Cl:27][C:28]1[CH:29]=[C:30](O)[CH:31]=[C:32]([Cl:34])[CH:33]=1. The catalyst is CO.C(Cl)Cl. The product is [Cl:27][C:28]1[CH:29]=[C:30]([CH:31]=[C:32]([Cl:34])[CH:33]=1)[O:1][CH:2]1[CH2:11][CH2:10][NH:9][C:8]2[N:7]=[CH:6][C:5]([C:12]3[CH:13]=[CH:14][C:15]([C:18]([N:20]4[CH2:21][CH2:22][N:23]([CH3:26])[CH2:24][CH2:25]4)=[O:19])=[CH:16][CH:17]=3)=[CH:4][C:3]1=2. The yield is 0.820. (3) The reactants are Cl[C:2]1[C:7]([C:8]([O-:10])=[O:9])=[CH:6][N:5]=[CH:4][C:3]=1[F:11].[Cl:12][C:13]1[CH:18]=[CH:17][C:16](B(O)O)=[C:15]([F:22])[CH:14]=1.P([O-])([O-])([O-])=O.[K+].[K+].[K+].O1CCOC[CH2:32]1. The catalyst is O.C1C=CC(P(C2C=CC=CC=2)[C-]2C=CC=C2)=CC=1.C1C=CC(P(C2C=CC=CC=2)[C-]2C=CC=C2)=CC=1.Cl[Pd]Cl.[Fe+2]. The product is [Cl:12][C:13]1[CH:18]=[CH:17][C:16]([C:2]2[C:7]([C:8]([O:10][CH3:32])=[O:9])=[CH:6][N:5]=[CH:4][C:3]=2[F:11])=[C:15]([F:22])[CH:14]=1. The yield is 0.500. (4) The reactants are [N:1]1([CH2:6][CH2:7][O:8][CH2:9][CH:10]2[CH2:15][CH2:14][N:13](C(OC(C)(C)C)=O)[CH2:12][CH2:11]2)[CH2:5][CH2:4][CH2:3][CH2:2]1.FC(F)(F)C(O)=O.[OH-].[Na+]. The catalyst is ClCCl.O. The product is [N:1]1([CH2:6][CH2:7][O:8][CH2:9][CH:10]2[CH2:15][CH2:14][NH:13][CH2:12][CH2:11]2)[CH2:5][CH2:4][CH2:3][CH2:2]1. The yield is 0.850. (5) The yield is 0.450. The catalyst is CN(C=O)C.O. The reactants are [S:1]1[CH2:6][CH2:5][CH:4]([NH:7][C:8]2[N:16]=[CH:15][CH:14]=[CH:13][C:9]=2[C:10]([OH:12])=O)[CH2:3][CH2:2]1.CCN(C(C)C)C(C)C.CN(C(ON1N=NC2C=CC=NC1=2)=[N+](C)C)C.F[P-](F)(F)(F)(F)F.[NH2:50][C@@H:51]1[CH2:56][CH2:55][C@H:54]([NH:57][C:58](=[O:64])[O:59][C:60]([CH3:63])([CH3:62])[CH3:61])[CH2:53][CH2:52]1. The product is [S:1]1[CH2:2][CH2:3][CH:4]([NH:7][C:8]2[C:9]([C:10]([NH:50][C@@H:51]3[CH2:56][CH2:55][C@H:54]([NH:57][C:58](=[O:64])[O:59][C:60]([CH3:62])([CH3:61])[CH3:63])[CH2:53][CH2:52]3)=[O:12])=[CH:13][CH:14]=[CH:15][N:16]=2)[CH2:5][CH2:6]1.